This data is from Catalyst prediction with 721,799 reactions and 888 catalyst types from USPTO. The task is: Predict which catalyst facilitates the given reaction. (1) Reactant: [CH2:1]([O:8][N:9]1[C:15](=[O:16])[N:14]2[CH2:17][C@H:10]1[CH2:11][CH2:12][C@H:13]2[C:18]([OH:20])=O)[C:2]1[CH:7]=[CH:6][CH:5]=[CH:4][CH:3]=1.[NH2:21][O:22][CH2:23][C:24]1[N:25]=[CH:26][N:27]([C:29]([O:31][C:32]([CH3:35])([CH3:34])[CH3:33])=[O:30])[CH:28]=1.ON1C2C=CC=CC=2N=N1. Product: [CH2:1]([O:8][N:9]1[C:15](=[O:16])[N:14]2[CH2:17][C@H:10]1[CH2:11][CH2:12][C@H:13]2[C:18]([NH:21][O:22][CH2:23][C:24]1[N:25]=[CH:26][N:27]([C:29]([O:31][C:32]([CH3:35])([CH3:34])[CH3:33])=[O:30])[CH:28]=1)=[O:20])[C:2]1[CH:3]=[CH:4][CH:5]=[CH:6][CH:7]=1. The catalyst class is: 2. (2) The catalyst class is: 29. Reactant: [N+:1]([C:4]1[CH:14]=[CH:13][C:12]2[CH:11]3[CH2:15][CH2:16][CH:7]([CH2:8][N:9]([C:17](=[O:22])[C:18]([F:21])([F:20])[F:19])[CH2:10]3)[C:6]=2[CH:5]=1)([O-])=O. Product: [NH2:1][C:4]1[CH:14]=[CH:13][C:12]2[CH:11]3[CH2:15][CH2:16][CH:7]([CH2:8][N:9]([C:17](=[O:22])[C:18]([F:21])([F:19])[F:20])[CH2:10]3)[C:6]=2[CH:5]=1.